Dataset: Reaction yield outcomes from USPTO patents with 853,638 reactions. Task: Predict the reaction yield, written as a fraction of the theoretical maximum amount of product (1.0 means a 100% yield; for example, 0.34 means a 34% yield). The reactants are Br[C:2]1[CH:6]=[CH:5][N:4]([CH3:7])[N:3]=1.[CH2:8]([C:12]1[S:13][C:14]2[CH:20]=[CH:19][CH:18]=[CH:17][C:15]=2[N:16]=1)[CH2:9][C:10]#[CH:11]. No catalyst specified. The product is [CH3:7][N:4]1[CH:5]=[CH:6][C:2]([C:11]#[C:10][CH2:9][CH2:8][C:12]2[S:13][C:14]3[CH:20]=[CH:19][CH:18]=[CH:17][C:15]=3[N:16]=2)=[N:3]1. The yield is 0.210.